This data is from Peptide-MHC class II binding affinity with 134,281 pairs from IEDB. The task is: Regression. Given a peptide amino acid sequence and an MHC pseudo amino acid sequence, predict their binding affinity value. This is MHC class II binding data. (1) The peptide sequence is WLWYIKIFIMIVGGLIG. The MHC is HLA-DPA10103-DPB10301 with pseudo-sequence HLA-DPA10103-DPB10301. The binding affinity (normalized) is 0.117. (2) The peptide sequence is STGGAYESYKFIPALEAAVK. The MHC is DRB1_1501 with pseudo-sequence DRB1_1501. The binding affinity (normalized) is 0.600. (3) The peptide sequence is AFKVAATAANAAP. The MHC is DRB1_0101 with pseudo-sequence DRB1_0101. The binding affinity (normalized) is 0.911. (4) The peptide sequence is KQQGIRYANPIAFFR. The MHC is HLA-DQA10501-DQB10201 with pseudo-sequence HLA-DQA10501-DQB10201. The binding affinity (normalized) is 0.599. (5) The peptide sequence is SQDLELSWNLPGLQAY. The MHC is DRB1_0802 with pseudo-sequence DRB1_0802. The binding affinity (normalized) is 0.418. (6) The peptide sequence is TPESATPFPHRKGVL. The MHC is DRB1_1501 with pseudo-sequence DRB1_1501. The binding affinity (normalized) is 0.330.